Dataset: Reaction yield outcomes from USPTO patents with 853,638 reactions. Task: Predict the reaction yield, written as a fraction of the theoretical maximum amount of product (1.0 means a 100% yield; for example, 0.34 means a 34% yield). (1) The reactants are [Br:1][C:2]1[CH:9]=[CH:8][C:5]([C:6]#[N:7])=[C:4]([F:10])[CH:3]=1.[C:11]([Cl:14])(=[O:13])[CH3:12]. No catalyst specified. The product is [ClH:14].[CH2:11]([O:13][C:6](=[NH:7])[C:5]1[CH:8]=[CH:9][C:2]([Br:1])=[CH:3][C:4]=1[F:10])[CH3:12]. The yield is 0.570. (2) The reactants are C(N(CC)CC)C.[Cl:8][C:9]1[CH:14]=[CH:13][C:12]([C:15]2[N:20]=[C:19](Cl)[C:18]([Cl:22])=[C:17]([C:23]([O:25][CH3:26])=[O:24])[N:16]=2)=[C:11]([F:27])[C:10]=1[O:28][CH3:29].Cl.[N+:31]([C:34]1[CH:41]=[CH:40][CH:39]=[CH:38][C:35]=1[CH2:36][NH2:37])([O-:33])=[O:32].C(OCC)(=O)C. The catalyst is ClCCl. The product is [Cl:22][C:18]1[C:19]([NH:37][CH2:36][C:35]2[CH:38]=[CH:39][CH:40]=[CH:41][C:34]=2[N+:31]([O-:33])=[O:32])=[N:20][C:15]([C:12]2[CH:13]=[CH:14][C:9]([Cl:8])=[C:10]([O:28][CH3:29])[C:11]=2[F:27])=[N:16][C:17]=1[C:23]([O:25][CH3:26])=[O:24]. The yield is 0.840. (3) The reactants are [CH3:1][O:2][N:3]([CH3:17])[C:4]([C:6]1[O:7][C:8]2[CH:14]=[CH:13][C:12]([O:15][CH3:16])=[CH:11][C:9]=2[CH:10]=1)=[O:5].[Br:18]Br. The catalyst is C(O)(=O)C. The product is [Br:18][C:10]1[C:9]2[CH:11]=[C:12]([O:15][CH3:16])[CH:13]=[CH:14][C:8]=2[O:7][C:6]=1[C:4]([N:3]([O:2][CH3:1])[CH3:17])=[O:5]. The yield is 0.770. (4) The yield is 0.500. The reactants are [NH2:1][C:2]1[N:6]([C:7]2[CH:8]=[C:9]3[C:13](=[CH:14][CH:15]=2)[N:12]([C:16]([O:18][C:19]([CH3:22])([CH3:21])[CH3:20])=[O:17])[N:11]=[CH:10]3)[N:5]=[C:4]([C:23]([CH3:26])([CH3:25])[CH3:24])[CH:3]=1.[Cl:27][C:28]1[C:33]([Cl:34])=[CH:32][CH:31]=[CH:30][C:29]=1[N:35]=[C:36]=[O:37]. The product is [C:23]([C:4]1[CH:3]=[C:2]([NH:1][C:36]([NH:35][C:29]2[CH:30]=[CH:31][CH:32]=[C:33]([Cl:34])[C:28]=2[Cl:27])=[O:37])[N:6]([C:7]2[CH:8]=[C:9]3[C:13](=[CH:14][CH:15]=2)[N:12]([C:16]([O:18][C:19]([CH3:20])([CH3:22])[CH3:21])=[O:17])[N:11]=[CH:10]3)[N:5]=1)([CH3:26])([CH3:25])[CH3:24]. No catalyst specified. (5) The reactants are [NH2:1][C:2]1[CH:10]=[CH:9][C:8]([OH:11])=[CH:7][C:3]=1[C:4]([OH:6])=O.O=S(Cl)Cl.[Cl:16][C:17]1[CH:23]=[CH:22][CH:21]=[CH:20][C:18]=1[NH2:19].C(Cl)(Cl)Cl. The catalyst is C1C=CC=CC=1. The product is [NH2:1][C:2]1[CH:10]=[CH:9][C:8]([OH:11])=[CH:7][C:3]=1[C:4]([NH:19][C:18]1[CH:20]=[CH:21][CH:22]=[CH:23][C:17]=1[Cl:16])=[O:6]. The yield is 0.120.